This data is from Reaction yield outcomes from USPTO patents with 853,638 reactions. The task is: Predict the reaction yield, written as a fraction of the theoretical maximum amount of product (1.0 means a 100% yield; for example, 0.34 means a 34% yield). (1) The reactants are Br[C:2]1[CH:3]=[C:4]2[C:9](=[CH:10][CH:11]=1)[N:8]([CH3:12])[C:7](=[O:13])[C:6]([C:14]([NH:16][CH2:17][C:18]([O:20]CC)=[O:19])=[O:15])=[C:5]2[OH:23].C(Cl)(Cl)Cl.CC(C1C=C(C(C)C)C(C2C=CC=CC=2P(C2CCCCC2)C2CCCCC2)=C(C(C)C)C=1)C.[NH:62]1[CH2:67][CH2:66][O:65][CH2:64][CH2:63]1.CC(C)([O-])C.[Na+]. The catalyst is O1CCOCC1.C1C=CC(/C=C/C(/C=C/C2C=CC=CC=2)=O)=CC=1.C1C=CC(/C=C/C(/C=C/C2C=CC=CC=2)=O)=CC=1.C1C=CC(/C=C/C(/C=C/C2C=CC=CC=2)=O)=CC=1.[Pd].[Pd]. The product is [OH:23][C:5]1[C:4]2[C:9](=[CH:10][CH:11]=[C:2]([N:62]3[CH2:67][CH2:66][O:65][CH2:64][CH2:63]3)[CH:3]=2)[N:8]([CH3:12])[C:7](=[O:13])[C:6]=1[C:14]([NH:16][CH2:17][C:18]([OH:20])=[O:19])=[O:15]. The yield is 0.110. (2) The reactants are [Cl:1][C:2]1[N:3]=[CH:4][C:5]2[CH:10]=[C:9]([CH:11]=[O:12])[N:8]([CH:13]3[CH2:17][CH2:16][CH2:15][CH2:14]3)[C:6]=2[N:7]=1.[OH:18]OS([O-])=O.[K+].O. The catalyst is CN(C=O)C. The product is [Cl:1][C:2]1[N:3]=[CH:4][C:5]2[CH:10]=[C:9]([C:11]([OH:18])=[O:12])[N:8]([CH:13]3[CH2:14][CH2:15][CH2:16][CH2:17]3)[C:6]=2[N:7]=1. The yield is 0.850. (3) The reactants are [C:1]([O:5][NH:6][C:7]([C:9]1[CH:10]=[C:11]([CH:13]=[CH:14][CH:15]=1)[NH2:12])=[O:8])([CH3:4])([CH3:3])[CH3:2].[O-]S([O-])(=O)=O.[Mg+2].N[C:23]1[CH:28]=[CH:27][CH:26]=[CH:25]C=1.[CH3:29]C(C)=O. The catalyst is C(C1C=C(O)C(=CC=1)O)(C)(C)C.II. The product is [C:1]([O:5][NH:6][C:7]([C:9]1[CH:10]=[C:11]2[C:13]([C:26]([CH3:25])=[CH:27][C:28]([CH3:23])([CH3:29])[NH:12]2)=[CH:14][CH:15]=1)=[O:8])([CH3:4])([CH3:2])[CH3:3]. The yield is 0.820. (4) The reactants are C(O[C:6]([N:8](C)[C:9]1[CH:18]=[CH:17][C:16]2[C:11](=[CH:12][C:13]([CH2:19][C:20]3[CH:42]=[CH:41][C:23]([CH2:24][C@@H:25]([C:37]([O:39]C)=[O:38])[NH:26][C:27]([C:29]4[C:34]([Cl:35])=[CH:33][CH:32]=[CH:31][C:30]=4[Cl:36])=[O:28])=[CH:22][CH:21]=3)=[CH:14][CH:15]=2)[N:10]=1)=O)(C)(C)C.C(O)(C(F)(F)F)=O.N.[Li+].[OH-].O. The catalyst is C(Cl)Cl.CO. The product is [Cl:36][C:30]1[CH:31]=[CH:32][CH:33]=[C:34]([Cl:35])[C:29]=1[C:27]([NH:26][C@H:25]([C:37]([OH:39])=[O:38])[CH2:24][C:23]1[CH:41]=[CH:42][C:20]([CH2:19][C:13]2[CH:12]=[C:11]3[C:16]([CH:17]=[CH:18][C:9]([NH:8][CH3:6])=[N:10]3)=[CH:15][CH:14]=2)=[CH:21][CH:22]=1)=[O:28]. The yield is 0.310. (5) The yield is 1.00. The catalyst is CO.[Pd]. The product is [OH:8][N:9]1[C:15](=[O:16])[N:14]2[CH2:17][C@H:10]1[CH2:11][CH2:12][C@H:13]2[C:18]([NH:20][O:21][CH2:22][CH:23]1[CH2:28][CH2:27][CH2:26][N:25]([C:29]([O:31][C:32]([CH3:35])([CH3:34])[CH3:33])=[O:30])[CH2:24]1)=[O:19]. The reactants are C([O:8][N:9]1[C:15](=[O:16])[N:14]2[CH2:17][C@H:10]1[CH2:11][CH2:12][C@H:13]2[C:18]([NH:20][O:21][CH2:22][CH:23]1[CH2:28][CH2:27][CH2:26][N:25]([C:29]([O:31][C:32]([CH3:35])([CH3:34])[CH3:33])=[O:30])[CH2:24]1)=[O:19])C1C=CC=CC=1. (6) The reactants are [CH3:1][S:2]([NH:5][CH2:6][C:7]1[CH:12]=[CH:11][C:10]([CH:13]([CH3:17])[C:14]([OH:16])=O)=[CH:9][CH:8]=1)(=[O:4])=[O:3].[CH3:18][CH:19]1[CH2:24][CH2:23][N:22]([C:25]2[C:30]([CH2:31][NH2:32])=[CH:29][CH:28]=[C:27]([C:33]([F:36])([F:35])[F:34])[N:26]=2)[CH2:21][CH2:20]1.ON1C2C=CC=CC=2N=N1.C(N=C=NCCCN(C)C)C.C(N(CC)CC)C. The catalyst is O1CCOCC1. The product is [CH3:18][CH:19]1[CH2:20][CH2:21][N:22]([C:25]2[C:30]([CH2:31][NH:32][C:14](=[O:16])[CH:13]([C:10]3[CH:9]=[CH:8][C:7]([CH2:6][NH:5][S:2]([CH3:1])(=[O:3])=[O:4])=[CH:12][CH:11]=3)[CH3:17])=[CH:29][CH:28]=[C:27]([C:33]([F:36])([F:34])[F:35])[N:26]=2)[CH2:23][CH2:24]1. The yield is 0.780. (7) The reactants are Br.Br.[F:3][C:4]1[CH:5]=[C:6]([NH:33][C:34]([NH:36][C:37](=[O:45])[CH2:38][C:39]2[CH:44]=[CH:43][CH:42]=[CH:41][CH:40]=2)=[S:35])[CH:7]=[CH:8][C:9]=1[O:10][C:11]1[C:20]2[C:15](=[CH:16][C:17]([O:23][CH2:24][CH:25]3[CH2:32][CH:28]4[CH2:29][NH:30][CH2:31][CH:27]4[CH2:26]3)=[C:18]([O:21][CH3:22])[CH:19]=2)[N:14]=[CH:13][N:12]=1.C=O.[C:48]([O-])(O)=O.[Na+]. The catalyst is C(C#N)(C)=O.O.CC(O)=O. The product is [F:3][C:4]1[CH:5]=[C:6]([NH:33][C:34]([NH:36][C:37](=[O:45])[CH2:38][C:39]2[CH:40]=[CH:41][CH:42]=[CH:43][CH:44]=2)=[S:35])[CH:7]=[CH:8][C:9]=1[O:10][C:11]1[C:20]2[C:15](=[CH:16][C:17]([O:23][CH2:24][CH:25]3[CH2:32][CH:28]4[CH2:29][N:30]([CH3:48])[CH2:31][CH:27]4[CH2:26]3)=[C:18]([O:21][CH3:22])[CH:19]=2)[N:14]=[CH:13][N:12]=1. The yield is 0.400. (8) The reactants are CC1CNC(C2C=CN=C(NC(=O)C3C=CC=CC=3)C=2)=N1.[CH2:22]([CH:26]1[CH2:30][NH:29][C:28]([C:31]2[CH:36]=[CH:35][N:34]=[C:33]([NH:37][C:38](=[O:45])[C:39]3[CH:44]=[CH:43][CH:42]=[CH:41][CH:40]=3)[CH:32]=2)=[N:27]1)[CH:23]([CH3:25])[CH3:24]. No catalyst specified. The product is [CH2:22]([C:26]1[N:27]=[C:28]([C:31]2[CH:36]=[CH:35][N:34]=[C:33]([NH:37][C:38](=[O:45])[C:39]3[CH:40]=[CH:41][CH:42]=[CH:43][CH:44]=3)[CH:32]=2)[NH:29][CH:30]=1)[CH:23]([CH3:25])[CH3:24]. The yield is 0.360.